Dataset: TCR-epitope binding with 47,182 pairs between 192 epitopes and 23,139 TCRs. Task: Binary Classification. Given a T-cell receptor sequence (or CDR3 region) and an epitope sequence, predict whether binding occurs between them. (1) The epitope is FTISVTTEIL. The TCR CDR3 sequence is CASSSRTGNDNEQFF. Result: 0 (the TCR does not bind to the epitope). (2) The epitope is FLYALALLL. The TCR CDR3 sequence is CASSWRSTDTQYF. Result: 1 (the TCR binds to the epitope). (3) The epitope is TLVPQEHYV. The TCR CDR3 sequence is CATSDRQGWNTGELFF. Result: 1 (the TCR binds to the epitope). (4) The epitope is FVDGVPFVV. The TCR CDR3 sequence is CASSLAAVGFSNSPLHF. Result: 0 (the TCR does not bind to the epitope). (5) The epitope is NLNESLIDL. The TCR CDR3 sequence is CASSQTRGESYEQYF. Result: 1 (the TCR binds to the epitope). (6) The epitope is KAYNVTQAF. The TCR CDR3 sequence is CASSLTTGSGNTIYF. Result: 1 (the TCR binds to the epitope).